From a dataset of Forward reaction prediction with 1.9M reactions from USPTO patents (1976-2016). Predict the product of the given reaction. (1) Given the reactants [CH3:1][CH:2]([C:4]([O:6][C:7]1[CH:8]=[CH:9][C:10]([CH2:29][OH:30])=[CH:11][C:12]=1[C@@H:13]([C:23]1[CH:24]=[CH:25][CH:26]=[CH:27][CH:28]=1)[CH2:14][CH2:15][N:16]([CH:20]([CH3:22])[CH3:21])[CH:17]([CH3:19])[CH3:18])=[O:5])[CH3:3].CC(C)=O.[C:35]([OH:42])(=[O:41])/[CH:36]=[CH:37]/[C:38]([OH:40])=[O:39], predict the reaction product. The product is: [CH3:3][CH:2]([C:4]([O:6][C:7]1[CH:8]=[CH:9][C:10]([CH2:29][OH:30])=[CH:11][C:12]=1[C@@H:13]([C:23]1[CH:28]=[CH:27][CH:26]=[CH:25][CH:24]=1)[CH2:14][CH2:15][N:16]([CH:20]([CH3:21])[CH3:22])[CH:17]([CH3:18])[CH3:19])=[O:5])[CH3:1].[CH:36](/[C:35]([OH:42])=[O:41])=[CH:37]\[C:38]([OH:40])=[O:39]. (2) Given the reactants [Cl-].[Al+3].[Cl-].[Cl-].Cl[C:6]([CH3:18])([CH3:17])[C:7]([C:9]1[CH:14]=[CH:13][C:12]([CH3:15])=[CH:11][C:10]=1[CH3:16])=[O:8], predict the reaction product. The product is: [CH3:17][CH:6]1[CH2:18][C:14]2[C:9](=[C:10]([CH3:16])[CH:11]=[C:12]([CH3:15])[CH:13]=2)[C:7]1=[O:8]. (3) Given the reactants CC1(C)C(C)(C)OB(C2C=CC([N+:15]([O-:17])=[O:16])=CC=2)O1.I[C:20]1[CH:21]=[C:22]([CH:36]=[CH:37][C:38]=1[CH3:39])[C:23]([NH:25][C:26]1[CH:31]=[CH:30][CH:29]=[C:28]([C:32]([F:35])([F:34])[F:33])[CH:27]=1)=[O:24].C(=O)([O-])[O-].[K+].[K+].[C:46]1(C)[CH:51]=[CH:50][CH:49]=[CH:48][CH:47]=1, predict the reaction product. The product is: [CH3:39][C:38]1[C:20]([C:46]2[CH:51]=[CH:50][CH:49]=[CH:48][CH:47]=2)=[CH:21][C:22]([C:23]([NH:25][C:26]2[CH:31]=[CH:30][CH:29]=[C:28]([C:32]([F:35])([F:34])[F:33])[CH:27]=2)=[O:24])=[C:36]([N+:15]([O-:17])=[O:16])[CH:37]=1. (4) Given the reactants Br[CH:2]([C:7]1[CH:12]=[CH:11][CH:10]=[CH:9][CH:8]=1)[C:3]([CH3:6])([CH3:5])[CH3:4].[C:13]([O-:16])(=[S:15])[CH3:14].[K+], predict the reaction product. The product is: [CH3:4][C:3]([CH3:6])([CH3:5])[CH:2]([S:15][C:13](=[O:16])[CH3:14])[C:7]1[CH:12]=[CH:11][CH:10]=[CH:9][CH:8]=1. (5) The product is: [CH3:1][O:2][C:3]1[CH:8]=[C:7]([N:22]2[CH2:23][CH2:24][CH:19]([N:13]3[CH2:18][CH2:17][CH2:16][CH2:15][CH2:14]3)[CH2:20][CH2:21]2)[CH:6]=[CH:5][C:4]=1[N+:10]([O-:12])=[O:11]. Given the reactants [CH3:1][O:2][C:3]1[CH:8]=[C:7](F)[CH:6]=[CH:5][C:4]=1[N+:10]([O-:12])=[O:11].[N:13]1([CH:19]2[CH2:24][CH2:23][NH:22][CH2:21][CH2:20]2)[CH2:18][CH2:17][CH2:16][CH2:15][CH2:14]1.C([O-])([O-])=O.[K+].[K+].CS(C)=O, predict the reaction product. (6) Given the reactants [Cl:1][C:2]1[N:7]=[C:6]([C:8]2[S:12][C:11]([CH:13]3[CH2:18][CH2:17][O:16][CH2:15][CH2:14]3)=[N:10][C:9]=2[C:19]2[C:20]([F:35])=[C:21]([NH:25][S:26]([C:29]3[CH:33]=[CH:32][N:31]([CH3:34])[N:30]=3)(=[O:28])=[O:27])[CH:22]=[CH:23][CH:24]=2)[CH:5]=[CH:4][N:3]=1.[OH-].[NH4+:37], predict the reaction product. The product is: [ClH:1].[NH2:37][C:2]1[N:7]=[C:6]([C:8]2[S:12][C:11]([CH:13]3[CH2:18][CH2:17][O:16][CH2:15][CH2:14]3)=[N:10][C:9]=2[C:19]2[C:20]([F:35])=[C:21]([NH:25][S:26]([C:29]3[CH:33]=[CH:32][N:31]([CH3:34])[N:30]=3)(=[O:28])=[O:27])[CH:22]=[CH:23][CH:24]=2)[CH:5]=[CH:4][N:3]=1. (7) The product is: [Br:15][C:16]1[CH:21]=[CH:20][C:19]([NH:22][CH2:32][C:31]2[CH:34]=[CH:35][C:36]([O:37][CH3:38])=[C:29]([O:28][CH:23]3[CH2:27][CH2:26][CH2:25][CH2:24]3)[CH:30]=2)=[CH:18][CH:17]=1. Given the reactants O([BH-](OC(C)=O)OC(C)=O)C(C)=O.[Na+].[Br:15][C:16]1[CH:21]=[CH:20][C:19]([NH2:22])=[CH:18][CH:17]=1.[CH:23]1([O:28][C:29]2[CH:30]=[C:31]([CH:34]=[CH:35][C:36]=2[O:37][CH3:38])[CH:32]=O)[CH2:27][CH2:26][CH2:25][CH2:24]1.ClCCCl, predict the reaction product.